Dataset: Forward reaction prediction with 1.9M reactions from USPTO patents (1976-2016). Task: Predict the product of the given reaction. (1) Given the reactants [CH3:1][N:2]([CH3:18])[C:3]1[CH:17]=[CH:16][C:6]([CH2:7][P:8](=[O:15])([O:12][CH2:13][CH3:14])[O:9][CH2:10][CH3:11])=[CH:5][CH:4]=1.FC(F)(F)S(O[C:25]1[CH:30]=[CH:29]C=[CH:27][C:26]=1[Si](C)(C)C)(=O)=O.[F-].[K+].C1OCCOCCOCCOCCOCCOC1, predict the reaction product. The product is: [CH3:18][N:2]([C:1]1[CH:29]=[CH:30][CH:25]=[CH:26][CH:27]=1)[C:3]1[CH:17]=[CH:16][C:6]([CH2:7][P:8](=[O:15])([O:12][CH2:13][CH3:14])[O:9][CH2:10][CH3:11])=[CH:5][CH:4]=1. (2) Given the reactants COCCN(S(F)(F)[F:11])CCOC.O[CH:15]1[CH:20]([C:21]2[CH:26]=[CH:25][C:24]([C:27]([F:30])([F:29])[F:28])=[CH:23][CH:22]=2)[CH2:19][CH2:18][N:17]([C:31]([O:33][C:34]([CH3:37])([CH3:36])[CH3:35])=[O:32])[CH2:16]1.C(=O)(O)[O-], predict the reaction product. The product is: [F:11][CH:15]1[CH:20]([C:21]2[CH:26]=[CH:25][C:24]([C:27]([F:30])([F:29])[F:28])=[CH:23][CH:22]=2)[CH2:19][CH2:18][N:17]([C:31]([O:33][C:34]([CH3:37])([CH3:36])[CH3:35])=[O:32])[CH2:16]1.